This data is from Catalyst prediction with 721,799 reactions and 888 catalyst types from USPTO. The task is: Predict which catalyst facilitates the given reaction. (1) Reactant: [CH:1]1([CH:7]([NH:26][C:27]2[CH:32]=[CH:31][C:30]([C:33]([NH:35][CH2:36][CH2:37][C:38]([O:40][CH2:41][CH3:42])=[O:39])=[O:34])=[CH:29][CH:28]=2)[C:8]2[CH:12]=[C:11]([C:13]3[CH:18]=[CH:17][C:16]([C:19]([F:22])([F:21])[F:20])=[CH:15][CH:14]=3)[O:10][C:9]=2[CH2:23][S:24][CH3:25])[CH2:6][CH2:5][CH2:4][CH2:3][CH2:2]1.[OH:43]OS([O-])=O.[K+]. Product: [CH:1]1([CH:7]([NH:26][C:27]2[CH:28]=[CH:29][C:30]([C:33]([NH:35][CH2:36][CH2:37][C:38]([O:40][CH2:41][CH3:42])=[O:39])=[O:34])=[CH:31][CH:32]=2)[C:8]2[CH:12]=[C:11]([C:13]3[CH:18]=[CH:17][C:16]([C:19]([F:20])([F:21])[F:22])=[CH:15][CH:14]=3)[O:10][C:9]=2[CH2:23][S:24]([CH3:25])=[O:43])[CH2:6][CH2:5][CH2:4][CH2:3][CH2:2]1. The catalyst class is: 24. (2) Reactant: [C:1]([CH2:9][C:10]([O:12]CC)=O)(=O)[C:2]1[CH:7]=[CH:6][CH:5]=[CH:4][CH:3]=1.[CH3:15][NH:16][NH2:17]. Product: [CH3:15][N:16]1[C:10](=[O:12])[CH2:9][C:1]([C:2]2[CH:7]=[CH:6][CH:5]=[CH:4][CH:3]=2)=[N:17]1. The catalyst class is: 8.